Dataset: NCI-60 drug combinations with 297,098 pairs across 59 cell lines. Task: Regression. Given two drug SMILES strings and cell line genomic features, predict the synergy score measuring deviation from expected non-interaction effect. (1) Drug 1: C1CCC(C1)C(CC#N)N2C=C(C=N2)C3=C4C=CNC4=NC=N3. Drug 2: CC1C(C(CC(O1)OC2CC(CC3=C2C(=C4C(=C3O)C(=O)C5=C(C4=O)C(=CC=C5)OC)O)(C(=O)CO)O)N)O.Cl. Cell line: HS 578T. Synergy scores: CSS=47.4, Synergy_ZIP=9.63, Synergy_Bliss=11.3, Synergy_Loewe=-22.9, Synergy_HSA=7.31. (2) Drug 1: C1CCN(CC1)CCOC2=CC=C(C=C2)C(=O)C3=C(SC4=C3C=CC(=C4)O)C5=CC=C(C=C5)O. Drug 2: N.N.Cl[Pt+2]Cl. Cell line: SR. Synergy scores: CSS=-2.55, Synergy_ZIP=-0.144, Synergy_Bliss=-5.23, Synergy_Loewe=-5.11, Synergy_HSA=-6.65. (3) Drug 1: COC1=C(C=C2C(=C1)N=CN=C2NC3=CC(=C(C=C3)F)Cl)OCCCN4CCOCC4. Drug 2: CC1=CC=C(C=C1)C2=CC(=NN2C3=CC=C(C=C3)S(=O)(=O)N)C(F)(F)F. Cell line: OVCAR3. Synergy scores: CSS=25.8, Synergy_ZIP=-4.85, Synergy_Bliss=-2.22, Synergy_Loewe=-9.19, Synergy_HSA=-0.157. (4) Drug 1: C1CCC(C1)C(CC#N)N2C=C(C=N2)C3=C4C=CNC4=NC=N3. Drug 2: CN(C)C1=NC(=NC(=N1)N(C)C)N(C)C. Cell line: DU-145. Synergy scores: CSS=5.07, Synergy_ZIP=-0.284, Synergy_Bliss=5.08, Synergy_Loewe=-7.05, Synergy_HSA=1.35.